The task is: Predict the reactants needed to synthesize the given product.. This data is from Full USPTO retrosynthesis dataset with 1.9M reactions from patents (1976-2016). (1) Given the product [Cl:2][C:3]1[CH:16]=[C:15]([N+:17]([O-:19])=[O:18])[CH:14]=[CH:13][C:4]=1[O:5][C:6]1[CH:7]=[C:8]([CH:10]=[CH:11][CH:12]=1)[NH:9][CH2:27][C:28]([CH3:31])([CH3:30])[CH3:29], predict the reactants needed to synthesize it. The reactants are: Cl.[Cl:2][C:3]1[CH:16]=[C:15]([N+:17]([O-:19])=[O:18])[CH:14]=[CH:13][C:4]=1[O:5][C:6]1[CH:7]=[C:8]([CH:10]=[CH:11][CH:12]=1)[NH2:9].C(N(CC)CC)C.[CH:27](=O)[C:28]([CH3:31])([CH3:30])[CH3:29].C(O[BH-](OC(=O)C)OC(=O)C)(=O)C.[Na+]. (2) Given the product [C:8]12([NH:11][C:20]([NH2:23])=[NH:19])[CH2:10][CH:4]3[CH2:5][CH:6]([CH2:1][CH:2]([CH2:3]3)[CH2:9]1)[CH2:7]2, predict the reactants needed to synthesize it. The reactants are: [CH2:1]1[CH:6]2[CH2:7][C:8]3([NH2:11])[CH2:10][CH:4]([CH2:5]2)[CH2:3][CH:2]1[CH2:9]3.C(OC([NH:19][C:20](=[N:23]C(OC(C)(C)C)=O)SC)=O)(C)(C)C.O. (3) Given the product [C:48]([O:47][C@@H:46]1[C@H:42]([O:41][C:38](=[O:40])[CH3:39])[C@@H:43]([C:55]2[N:56]=[N:57][N:58]([CH2:60][CH3:61])[N:59]=2)[O:44][C@H:45]1[N:14]1[CH:13]=[N:12][C:11]2[C:15]1=[N:16][C:17]([CH2:19][NH:20][C:21]([NH:23][CH2:24][CH2:25][N:26]1[CH2:31][CH2:30][CH2:29][CH2:28][CH2:27]1)=[O:22])=[N:18][C:10]=2[NH:9][CH2:8][CH:7]([C:1]1[CH:2]=[CH:3][CH:4]=[CH:5][CH:6]=1)[C:32]1[CH:37]=[CH:36][CH:35]=[CH:34][CH:33]=1)(=[O:50])[CH3:49], predict the reactants needed to synthesize it. The reactants are: [C:1]1([CH:7]([C:32]2[CH:37]=[CH:36][CH:35]=[CH:34][CH:33]=2)[CH2:8][NH:9][C:10]2[N:18]=[C:17]([CH2:19][NH:20][C:21]([NH:23][CH2:24][CH2:25][N:26]3[CH2:31][CH2:30][CH2:29][CH2:28][CH2:27]3)=[O:22])[N:16]=[C:15]3[C:11]=2[N:12]=[CH:13][NH:14]3)[CH:6]=[CH:5][CH:4]=[CH:3][CH:2]=1.[C:38]([O:41][C@H:42]1[C@@H:46]([O:47][C:48](=[O:50])[CH3:49])[CH:45](OC(=O)C)[O:44][C@@H:43]1[C:55]1[N:56]=[N:57][N:58]([CH2:60][CH3:61])[N:59]=1)(=[O:40])[CH3:39]. (4) Given the product [O:28]1[CH2:32][CH2:31][CH:30]([CH2:33][NH:34][C:24]([C:21]2[CH:20]=[C:19]([CH2:18][CH2:17][CH2:16][CH2:15][CH2:14][CH2:13][CH2:12][O:11][C:2]3[CH:3]=[CH:4][C:5]4[C:10](=[CH:9][CH:8]=[CH:7][CH:6]=4)[N:1]=3)[O:23][N:22]=2)=[O:26])[CH2:29]1, predict the reactants needed to synthesize it. The reactants are: [N:1]1[C:10]2[C:5](=[CH:6][CH:7]=[CH:8][CH:9]=2)[CH:4]=[CH:3][C:2]=1[O:11][CH2:12][CH2:13][CH2:14][CH2:15][CH2:16][CH2:17][CH2:18][C:19]1[O:23][N:22]=[C:21]([C:24]([OH:26])=O)[CH:20]=1.Cl.[O:28]1[CH2:32][CH2:31][CH:30]([CH2:33][NH2:34])[CH2:29]1.C(N(CC)CC)C.Cl.C(N=C=NCCCN(C)C)C. (5) Given the product [F:22][C:19]1[CH:20]=[CH:21][C:16]([NH:15][C:4]2[CH:3]=[C:2]([C:28]3[CH:29]=[CH:30][C:25]([O:24][CH3:23])=[N:26][CH:27]=3)[CH:14]=[CH:13][C:5]=2[C:6]([O:8][C:9]([CH3:12])([CH3:11])[CH3:10])=[O:7])=[CH:17][CH:18]=1, predict the reactants needed to synthesize it. The reactants are: Br[C:2]1[CH:14]=[CH:13][C:5]([C:6]([O:8][C:9]([CH3:12])([CH3:11])[CH3:10])=[O:7])=[C:4]([NH:15][C:16]2[CH:21]=[CH:20][C:19]([F:22])=[CH:18][CH:17]=2)[CH:3]=1.[CH3:23][O:24][C:25]1[CH:30]=[CH:29][C:28](B(O)O)=[CH:27][N:26]=1.C(=O)([O-])[O-].[Na+].[Na+]. (6) Given the product [NH2:7][C:8]1[C:13]2[C:14]([C:17]3[CH:22]=[CH:21][C:20]([NH:23][C:24]([C:26]4[N:27]([CH3:35])[C:28]5[C:33]([CH:34]=4)=[CH:32][CH:31]=[CH:30][CH:29]=5)=[O:25])=[C:19]([O:36][CH3:37])[CH:18]=3)=[CH:15][S:16][C:12]=2[C:11]([CH:38]2[CH2:2][CH:39]2[C:40]([O:42][CH2:43][CH3:44])=[O:41])=[CH:10][N:9]=1, predict the reactants needed to synthesize it. The reactants are: [I-].[CH3:2][S+](C)(C)=O.[NH2:7][C:8]1[C:13]2[C:14]([C:17]3[CH:22]=[CH:21][C:20]([NH:23][C:24]([C:26]4[N:27]([CH3:35])[C:28]5[C:33]([CH:34]=4)=[CH:32][CH:31]=[CH:30][CH:29]=5)=[O:25])=[C:19]([O:36][CH3:37])[CH:18]=3)=[CH:15][S:16][C:12]=2[C:11](/[CH:38]=[CH:39]/[C:40]([O:42][CH2:43][CH3:44])=[O:41])=[CH:10][N:9]=1.